This data is from Full USPTO retrosynthesis dataset with 1.9M reactions from patents (1976-2016). The task is: Predict the reactants needed to synthesize the given product. Given the product [OH:16][CH2:15][C:14]#[C:13][C:8]1[CH:7]=[C:6]([CH:11]=[C:10]([CH3:12])[CH:9]=1)[CH:2]=[O:1], predict the reactants needed to synthesize it. The reactants are: [O:1]1CCO[CH:2]1[C:6]1[CH:7]=[C:8]([C:13]#[C:14][CH2:15][OH:16])[CH:9]=[C:10]([CH3:12])[CH:11]=1.C1(C)C=CC(S([O-])(=O)=O)=CC=1.[NH+]1C=CC=CC=1.